From a dataset of Peptide-MHC class II binding affinity with 134,281 pairs from IEDB. Regression. Given a peptide amino acid sequence and an MHC pseudo amino acid sequence, predict their binding affinity value. This is MHC class II binding data. (1) The peptide sequence is NKSAFQSSVASGFIG. The MHC is DRB3_0101 with pseudo-sequence DRB3_0101. The binding affinity (normalized) is 0.562. (2) The peptide sequence is TRSAYERMCNILKGK. The MHC is DRB1_1101 with pseudo-sequence DRB1_1101. The binding affinity (normalized) is 0.435.